Dataset: Full USPTO retrosynthesis dataset with 1.9M reactions from patents (1976-2016). Task: Predict the reactants needed to synthesize the given product. Given the product [CH:1]([O:5][C:6]([N:8]1[CH2:13][CH2:12][CH:11]([O:14][C:15]2[C:20]([CH3:21])=[C:19]([Cl:22])[N:18]=[CH:17][N:16]=2)[CH2:10][CH2:9]1)=[O:7])([CH3:3])[CH3:2], predict the reactants needed to synthesize it. The reactants are: [C:1]([O:5][C:6]([N:8]1[CH2:13][CH2:12][CH:11]([O:14][C:15]2[C:20]([CH3:21])=[C:19]([Cl:22])[N:18]=[CH:17][N:16]=2)[CH2:10][CH2:9]1)=[O:7])(C)([CH3:3])[CH3:2].